From a dataset of Forward reaction prediction with 1.9M reactions from USPTO patents (1976-2016). Predict the product of the given reaction. (1) Given the reactants C(OC([N:8]([CH:17]1[CH2:26][CH2:25][C:24]2[C:19](=[CH:20][C:21]([C:27]#[N:28])=[CH:22][CH:23]=2)[CH2:18]1)[CH2:9][CH2:10][NH:11][CH2:12][C:13](OC)=[O:14])=O)(C)(C)C, predict the reaction product. The product is: [O:14]=[C:13]1[CH2:12][NH:11][CH2:10][CH2:9][N:8]1[CH:17]1[CH2:18][C:19]2[CH:20]=[C:21]([C:27]#[N:28])[CH:22]=[CH:23][C:24]=2[CH2:25][CH2:26]1. (2) The product is: [Cl:1][C:2]1[N:3]=[CH:4][CH:5]=[C:6]2[C:7]=1[NH:8][CH:12]=[CH:11]2. Given the reactants [Cl:1][C:2]1[C:7]([N+:8]([O-])=O)=[CH:6][CH:5]=[CH:4][N:3]=1.[CH:11]([Mg]Br)=[CH2:12], predict the reaction product. (3) Given the reactants [NH2:1][C:2]1[CH:7]=[CH:6][C:5]([B:8]2[O:12][C:11]([CH3:14])([CH3:13])[C:10]([CH3:16])([CH3:15])[O:9]2)=[CH:4][N:3]=1.[Br:17][CH2:18][C:19](=O)[C:20]([O:22][CH2:23][CH3:24])=[O:21], predict the reaction product. The product is: [BrH:17].[CH3:15][C:10]1([CH3:16])[C:11]([CH3:14])([CH3:13])[O:12][B:8]([C:5]2[CH:6]=[CH:7][C:2]3[N:3]([CH:18]=[C:19]([C:20]([O:22][CH2:23][CH3:24])=[O:21])[N:1]=3)[CH:4]=2)[O:9]1. (4) Given the reactants [O:1]1[CH2:4][CH:3]([N:5]2[CH2:10][CH2:9][N:8]3[N:11]=[C:12]([NH2:14])[CH:13]=[C:7]3[CH2:6]2)[CH2:2]1.Br[C:16]1[C:17](=[O:24])[N:18]([CH3:23])[N:19]=[C:20]([Cl:22])[CH:21]=1.C(=O)([O-])[O-].[Cs+].[Cs+].C1(P(C2C=CC=CC=2)C2C3OC4C(=CC=CC=4P(C4C=CC=CC=4)C4C=CC=CC=4)C(C)(C)C=3C=CC=2)C=CC=CC=1, predict the reaction product. The product is: [Cl:22][C:20]1[CH:21]=[C:16]([NH:14][C:12]2[CH:13]=[C:7]3[CH2:6][N:5]([CH:3]4[CH2:4][O:1][CH2:2]4)[CH2:10][CH2:9][N:8]3[N:11]=2)[C:17](=[O:24])[N:18]([CH3:23])[N:19]=1. (5) Given the reactants Cl[C:2]1[N:7]=[N:6][C:5]([N:8]2[CH2:13][CH2:12][N:11]([C:14]([O:16][CH2:17][C:18]([O:20][CH2:21][CH3:22])=[O:19])=[O:15])[CH2:10][CH2:9]2)=[CH:4][CH:3]=1.[F:23][C:24]([F:35])([F:34])[C:25]1[CH:26]=[C:27](B(O)O)[CH:28]=[CH:29][CH:30]=1.C(OCC)(=O)C, predict the reaction product. The product is: [F:23][C:24]([F:35])([F:34])[C:25]1[CH:30]=[C:29]([C:2]2[N:7]=[N:6][C:5]([N:8]3[CH2:13][CH2:12][N:11]([C:14]([O:16][CH2:17][C:18]([O:20][CH2:21][CH3:22])=[O:19])=[O:15])[CH2:10][CH2:9]3)=[CH:4][CH:3]=2)[CH:28]=[CH:27][CH:26]=1. (6) Given the reactants [CH3:1][O:2][C:3]1[CH:4]=[C:5]([CH:16]=[CH:17][CH:18]=1)[CH2:6][N:7]1[C:12]([CH3:13])=[CH:11][C:10]([OH:14])=[CH:9][C:8]1=[O:15].Br[CH2:20][C:21]1[CH:35]=[CH:34][C:33]([F:36])=[CH:32][C:22]=1[CH2:23][NH:24][C:25](=[O:31])OC(C)(C)C.C1CCN2C(=NCCC2)CC1.Cl.C(N(CC)CC)C.[C:56]([C:60]1[CH:64]=[C:63]([NH:65]C(=O)OC2C=CC=CC=2)[N:62]([C:75]2[CH:80]=[CH:79][CH:78]=[C:77]([O:81][CH2:82][CH2:83][O:84][CH:85]3[CH2:90][CH2:89][CH2:88][CH2:87][O:86]3)[CH:76]=2)[N:61]=1)([CH3:59])([CH3:58])[CH3:57], predict the reaction product. The product is: [C:56]([C:60]1[CH:64]=[C:63]([NH:65][C:25]([NH:24][CH2:23][C:22]2[CH:32]=[C:33]([F:36])[CH:34]=[CH:35][C:21]=2[CH2:20][O:14][C:10]2[CH:11]=[C:12]([CH3:13])[N:7]([CH2:6][C:5]3[CH:16]=[CH:17][CH:18]=[C:3]([O:2][CH3:1])[CH:4]=3)[C:8](=[O:15])[CH:9]=2)=[O:31])[N:62]([C:75]2[CH:80]=[CH:79][CH:78]=[C:77]([O:81][CH2:82][CH2:83][O:84][CH:85]3[CH2:90][CH2:89][CH2:88][CH2:87][O:86]3)[CH:76]=2)[N:61]=1)([CH3:59])([CH3:57])[CH3:58]. (7) Given the reactants [CH:1]1([NH:4][C:5]([C:7]2[C:16](=[O:17])[C:15]3[C:10](=[N:11][CH:12]=[CH:13][CH:14]=3)[N:9]([C:18]3[CH:23]=[C:22]([Br:24])[CH:21]=[C:20](Br)[CH:19]=3)[CH:8]=2)=[O:6])[CH2:3][CH2:2]1.[OH:26][C:27]([C:30]1[CH:35]=[CH:34][C:33]([Sn](CCCC)(CCCC)CCCC)=[CH:32][N:31]=1)([CH3:29])[CH3:28], predict the reaction product. The product is: [CH:1]1([NH:4][C:5]([C:7]2[C:16](=[O:17])[C:15]3[C:10](=[N:11][CH:12]=[CH:13][CH:14]=3)[N:9]([C:18]3[CH:23]=[C:22]([Br:24])[CH:21]=[C:20]([C:33]4[CH:32]=[N:31][C:30]([C:27]([OH:26])([CH3:29])[CH3:28])=[CH:35][CH:34]=4)[CH:19]=3)[CH:8]=2)=[O:6])[CH2:3][CH2:2]1.